From a dataset of Catalyst prediction with 721,799 reactions and 888 catalyst types from USPTO. Predict which catalyst facilitates the given reaction. (1) Reactant: CON(C)[C:4](=[O:12])[CH2:5][CH:6]([CH3:11])[CH2:7][C:8]([OH:10])=[O:9].[CH3:14][Li].Cl. Product: [CH3:11][CH:6]([CH2:5][C:4](=[O:12])[CH3:14])[CH2:7][C:8]([OH:10])=[O:9]. The catalyst class is: 1. (2) Reactant: [N:1]([CH:4]([C:11]1([CH3:15])[CH2:14][O:13][CH2:12]1)[C:5]1[O:6][C:7]([CH3:10])=[CH:8][CH:9]=1)=[N+]=[N-].[H][H]. Product: [CH3:10][C:7]1[O:6][C:5]([CH:4]([NH2:1])[C:11]2([CH3:15])[CH2:12][O:13][CH2:14]2)=[CH:9][CH:8]=1. The catalyst class is: 29. (3) Reactant: Br[C:2]1[C:14]2[C:13]3[CH:12]=[C:11]([C:15]4C=NC=CC=4)C=[CH:9][C:8]=3N=C[C:5]=2[N:4](C(OC(C)(C)C)=O)[N:3]=1.C([O-])([O-])=[O:29].[K+].[K+].CC1(C)C(C)(C)OB([C:42]2[CH:47]=[CH:46][C:45]([CH2:48][C:49]#N)=[CH:44][CH:43]=2)O1.[CH3:52][N:53](C=O)[CH3:54]. Product: [CH3:15][C:11]1[O:29][C:9](/[CH:49]=[CH:48]/[C:45]2[CH:44]=[CH:43][C:42]([N:53]([CH3:54])[CH3:52])=[CH:47][CH:46]=2)=[CH:8][C:13](=[C:14]([C:2]#[N:3])[C:5]#[N:4])[CH:12]=1. The catalyst class is: 587. (4) Reactant: [NH2:1][C:2]1[N:7]2[N:8]=[C:9]([C:11]3[O:12][CH:13]=[CH:14][CH:15]=3)[N:10]=[C:6]2[CH:5]=[C:4]([C:16](=O)[CH2:17]Br)[N:3]=1.[O:20]1[CH2:25][CH2:24][N:23]([CH2:26][CH2:27][NH:28][C:29]([NH2:31])=[S:30])[CH2:22][CH2:21]1. Product: [NH2:1][C:2]1[N:7]2[N:8]=[C:9]([C:11]3[O:12][CH:13]=[CH:14][CH:15]=3)[N:10]=[C:6]2[CH:5]=[C:4]([C:16]2[N:31]=[C:29]([NH:28][CH2:27][CH2:26][N:23]3[CH2:22][CH2:21][O:20][CH2:25][CH2:24]3)[S:30][CH:17]=2)[N:3]=1. The catalyst class is: 8. (5) The catalyst class is: 15. Product: [C:19]([C:18]1[O:23][C:9]([C:11]2[CH:16]=[CH:15][CH:14]=[CH:13][CH:12]=2)=[C:8]([C:6]2[CH:5]=[CH:4][NH:3][C:2](=[O:26])[CH:7]=2)[CH:17]=1)([CH3:22])([CH3:20])[CH3:21]. Reactant: F[C:2]1[CH:7]=[C:6]([CH:8]([CH2:17][C:18](=[O:23])[C:19]([CH3:22])([CH3:21])[CH3:20])[C:9]([C:11]2[CH:16]=[CH:15][CH:14]=[CH:13][CH:12]=2)=O)[CH:5]=[CH:4][N:3]=1.CC[O:26]C(C)=O.